This data is from Forward reaction prediction with 1.9M reactions from USPTO patents (1976-2016). The task is: Predict the product of the given reaction. (1) The product is: [C:33]([C:30]1[CH:29]=[CH:28][C:27]([CH2:26][C:11]23[CH2:10][CH2:9][NH:8][N:15]2[C:14](=[O:16])[N:13]([C:17]2[CH:22]=[C:21]([Cl:23])[N:20]=[C:19]([Cl:24])[CH:18]=2)[C:12]3=[O:25])=[CH:32][CH:31]=1)#[N:34]. Given the reactants C(OC([N:8]1[N:15]2[C:11]([CH2:26][C:27]3[CH:32]=[CH:31][C:30]([C:33]#[N:34])=[CH:29][CH:28]=3)([C:12](=[O:25])[N:13]([C:17]3[CH:22]=[C:21]([Cl:23])[N:20]=[C:19]([Cl:24])[CH:18]=3)[C:14]2=[O:16])[CH2:10][CH2:9]1)=O)(C)(C)C.C(O)(C(F)(F)F)=O, predict the reaction product. (2) The product is: [N:1]1[C:10]2[C:5](=[CH:6][CH:7]=[CH:8][CH:9]=2)[CH:4]=[N:3][CH:2]=1. Given the reactants [NH:1]1[C:10]2[C:5](=[CH:6][CH:7]=[CH:8][CH:9]=2)[CH:4]=[N:3][C:2]1=O.O=S(Cl)Cl, predict the reaction product. (3) Given the reactants Br[C:2]1[N:7]=[CH:6][C:5]([C:8]2[N:17]([C:18]3[CH:23]=[CH:22][C:21]([CH:24]([CH2:26][CH3:27])[CH3:25])=[CH:20][CH:19]=3)[C:16](=[O:28])[C:15]3[C:10](=[CH:11][CH:12]=[CH:13][CH:14]=3)[N:9]=2)=[CH:4][CH:3]=1.CC([O-])(C)C.[Na+].[CH2:35]([NH:37][CH2:38][CH3:39])[CH3:36], predict the reaction product. The product is: [CH:24]([C:21]1[CH:22]=[CH:23][C:18]([N:17]2[C:16](=[O:28])[C:15]3[C:10](=[CH:11][CH:12]=[CH:13][CH:14]=3)[N:9]=[C:8]2[C:5]2[CH:6]=[N:7][C:2]([N:37]([CH2:38][CH3:39])[CH2:35][CH3:36])=[CH:3][CH:4]=2)=[CH:19][CH:20]=1)([CH2:26][CH3:27])[CH3:25]. (4) Given the reactants [OH:1][C:2]1[C:7]2[C@@:8]3([OH:45])[C@@:21]([O:25][CH3:26])([C@H:22]([OH:24])[CH2:23][C:6]=2[CH:5]=[C:4]([CH3:46])[C:3]=1[C:47]([O:49][CH3:50])=[O:48])[C:20](=[O:27])[C:19]1[C:10](=[CH:11][C:12]2[C:13](=[O:43])[C:14]([NH:30][C@@H:31]4[C@H:36]([O:37][CH3:38])[C@H:35]([OH:39])[C@@H:34]([O:40][CH3:41])[C@H:33]([CH3:42])[O:32]4)=[CH:15][C:16](=[NH:29])[C:17]=2[C:18]=1[OH:28])[C:9]3=[O:44].[Br-].[CH2:52]([O:54][C:55](=[O:59])[CH2:56][CH2:57][Zn+])[CH3:53], predict the reaction product. The product is: [CH2:52]([O:54][C:55](=[O:59])[CH2:56][CH2:57][C:13]1([OH:43])[C:12]2[CH:11]=[C:10]3[C:19]([C:20](=[O:27])[C@@:21]4([O:25][CH3:26])[C@@:8]([OH:45])([C:9]3=[O:44])[C:7]3[C:2]([OH:1])=[C:3]([C:47]([O:49][CH3:50])=[O:48])[C:4]([CH3:46])=[CH:5][C:6]=3[CH2:23][C@H:22]4[OH:24])=[C:18]([OH:28])[C:17]=2[C:16](=[NH:29])[CH:15]=[C:14]1[NH:30][C@@H:31]1[C@H:36]([O:37][CH3:38])[C@H:35]([OH:39])[C@@H:34]([O:40][CH3:41])[C@H:33]([CH3:42])[O:32]1)[CH3:53]. (5) Given the reactants [NH2:1][C:2]1[C:7]([C:8]([C:10]2[CH:15]=[C:14]([F:16])[CH:13]=[CH:12][C:11]=2[O:17][CH3:18])=[O:9])=[CH:6][N:5]=[C:4]([NH:19][CH:20]2[CH2:25][CH2:24][NH:23][CH2:22][CH2:21]2)[N:3]=1.[C:26]([C:30]1[S:31][CH:32]=[CH:33][C:34]=1[S:35](Cl)(=[O:37])=[O:36])([O:28][CH3:29])=[O:27], predict the reaction product. The product is: [CH3:29][O:28][C:26]([C:30]1[S:31][CH:32]=[CH:33][C:34]=1[S:35]([N:23]1[CH2:22][CH2:21][CH:20]([NH:19][C:4]2[N:3]=[C:2]([NH2:1])[C:7]([C:8](=[O:9])[C:10]3[CH:15]=[C:14]([F:16])[CH:13]=[CH:12][C:11]=3[O:17][CH3:18])=[CH:6][N:5]=2)[CH2:25][CH2:24]1)(=[O:37])=[O:36])=[O:27]. (6) Given the reactants Br[C:2]1[N:6]2[CH:7]=[N:8][C:9]([C:11]([F:14])([F:13])[F:12])=[CH:10][C:5]2=[N:4][CH:3]=1.P([O-])([O-])([O-])=O.[K+].[K+].[K+].[F:23][C:24]1[CH:29]=[CH:28][C:27](B2OC(C)(C)C(C)(C)O2)=[CH:26][C:25]=1[C:39]1[C:40]([C:45]#[N:46])=[CH:41][CH:42]=[CH:43][CH:44]=1, predict the reaction product. The product is: [F:23][C:24]1[CH:29]=[CH:28][C:27]([C:2]2[N:6]3[CH:7]=[N:8][C:9]([C:11]([F:14])([F:13])[F:12])=[CH:10][C:5]3=[N:4][CH:3]=2)=[CH:26][C:25]=1[C:39]1[C:40]([C:45]#[N:46])=[CH:41][CH:42]=[CH:43][CH:44]=1.